Predict the reactants needed to synthesize the given product. From a dataset of Full USPTO retrosynthesis dataset with 1.9M reactions from patents (1976-2016). The reactants are: [CH3:1][O:2][C:3](=[O:19])[CH:4]([NH:8][C:9](=[O:18])[C:10]1[C:15]([Cl:16])=[CH:14][CH:13]=[CH:12][C:11]=1[Cl:17])[CH2:5][CH:6]=[CH2:7].I[C:21]1[CH:26]=[CH:25][C:24]([N:27]([CH2:34][CH:35]([CH3:37])[CH3:36])[C:28]2[N:33]=[CH:32][CH:31]=[CH:30][N:29]=2)=[CH:23][CH:22]=1. Given the product [CH3:1][O:2][C:3](=[O:19])[CH:4]([NH:8][C:9](=[O:18])[C:10]1[C:11]([Cl:17])=[CH:12][CH:13]=[CH:14][C:15]=1[Cl:16])[CH2:5]/[CH:6]=[CH:7]/[C:21]1[CH:26]=[CH:25][C:24]([N:27]([CH2:34][CH:35]([CH3:37])[CH3:36])[C:28]2[N:29]=[CH:30][CH:31]=[CH:32][N:33]=2)=[CH:23][CH:22]=1, predict the reactants needed to synthesize it.